Dataset: Clinical trial toxicity outcomes and FDA approval status for drugs. Task: Regression/Classification. Given a drug SMILES string, predict its toxicity properties. Task type varies by dataset: regression for continuous values (e.g., LD50, hERG inhibition percentage) or binary classification for toxic/non-toxic outcomes (e.g., AMES mutagenicity, cardiotoxicity, hepatotoxicity). Dataset: clintox. (1) The drug is C[NH+](C)CCOC(c1ccccc1)c1ccccc1. The result is 0 (passed clinical trial). (2) The result is 0 (passed clinical trial). The drug is NS(=O)(=O)Cc1noc2ccccc12. (3) The drug is NC(N)=[NH+]CC1COC2(CCCCC2)O1. The result is 0 (passed clinical trial). (4) The drug is COCCOC(=O)C1=C(C)NC(C)=C(C(=O)OC(C)C)C1c1cccc([N+](=O)[O-])c1. The result is 0 (passed clinical trial). (5) The molecule is Cc1ccc(-c2nc3ccc(C)cn3c2CC(=O)N(C)C)cc1. The result is 0 (passed clinical trial). (6) The molecule is Cc1cn([C@H]2C=C[C@@H](CO)O2)c(=O)[nH]c1=O. The result is 0 (passed clinical trial). (7) The drug is CCCNC(=O)[N-]S(=O)(=O)c1ccc(Cl)cc1. The result is 0 (passed clinical trial). (8) The molecule is Nc1nc(NC2CC2)c2ncn([C@H]3C=C[C@@H](CO)C3)c2n1. The result is 0 (passed clinical trial).